From a dataset of Full USPTO retrosynthesis dataset with 1.9M reactions from patents (1976-2016). Predict the reactants needed to synthesize the given product. (1) Given the product [Cl:15][C:16]1[CH:24]=[C:23]([S:25]([CH2:28][C@@H:29]([OH:36])[C:30]2[CH:31]=[CH:32][CH:33]=[CH:34][CH:35]=2)(=[O:26])=[O:27])[CH:22]=[CH:21][C:17]=1[C:18]([NH:6][C:5]1[CH:7]=[CH:8][C:2]([Cl:1])=[C:3]([C:9]2[CH:14]=[CH:13][CH:12]=[CH:11][N:10]=2)[CH:4]=1)=[O:19], predict the reactants needed to synthesize it. The reactants are: [Cl:1][C:2]1[CH:8]=[CH:7][C:5]([NH2:6])=[CH:4][C:3]=1[C:9]1[CH:14]=[CH:13][CH:12]=[CH:11][N:10]=1.[Cl:15][C:16]1[CH:24]=[C:23]([S:25]([CH2:28][C@@H:29]([OH:36])[C:30]2[CH:35]=[CH:34][CH:33]=[CH:32][CH:31]=2)(=[O:27])=[O:26])[CH:22]=[CH:21][C:17]=1[C:18](O)=[O:19]. (2) Given the product [CH2:11]([C:15]1[N:16]([CH2:28][CH2:29][CH2:30][C:31]([C:33]2[CH:34]=[CH:35][CH:36]=[CH:37][CH:38]=2)=[O:32])[C:17]2[C:26]3[CH:25]=[CH:24][CH:23]=[CH:22][C:21]=3[N:20]=[CH:19][C:18]=2[N:27]=1)[CH2:12][CH2:13][CH3:14], predict the reactants needed to synthesize it. The reactants are: CS(C)=O.C(Cl)(=O)C(Cl)=O.[CH2:11]([C:15]1[N:16]([CH2:28][CH2:29][CH2:30][CH:31]([C:33]2[CH:38]=[CH:37][CH:36]=[CH:35][CH:34]=2)[OH:32])[C:17]2[C:26]3[CH:25]=[CH:24][CH:23]=[CH:22][C:21]=3[N:20]=[CH:19][C:18]=2[N:27]=1)[CH2:12][CH2:13][CH3:14].C(N(CC)CC)C.